This data is from Forward reaction prediction with 1.9M reactions from USPTO patents (1976-2016). The task is: Predict the product of the given reaction. Given the reactants ClC1C=C(NC2N(C)C(COC3[CH:18]=[C:19]4C(=CC=3)N[C:22](=[O:27])[CH:21]=[CH:20]4)=NN=2)C=CC=1Cl.[NH:29]1[C:37]2[C:32](=[CH:33][C:34]([CH2:38][CH2:39][C:40]3[N:41]([CH3:56])[C:42]([NH:45][C:46]4[CH:51]=[CH:50][C:49]([O:52][CH:53]([F:55])[F:54])=[CH:48][CH:47]=4)=[N:43][N:44]=3)=[CH:35][CH:36]=2)[CH:31]=[N:30]1, predict the reaction product. The product is: [F:55][CH:53]([F:54])[O:52][C:49]1[CH:50]=[CH:51][C:46]([NH:45][C:42]2[N:41]([CH3:56])[C:40]([CH2:39][CH2:38][C:34]3[CH:33]=[C:32]4[C:37](=[CH:36][CH:35]=3)[N:29]([CH:22]3[CH2:21][CH2:20][CH2:19][CH2:18][O:27]3)[N:30]=[CH:31]4)=[N:44][N:43]=2)=[CH:47][CH:48]=1.